Dataset: Catalyst prediction with 721,799 reactions and 888 catalyst types from USPTO. Task: Predict which catalyst facilitates the given reaction. (1) Reactant: [F:1][C:2]1[CH:15]=[C:14]([N+:16]([O-:18])=[O:17])[CH:13]=[CH:12][C:3]=1[O:4][C:5]1[N:10]=[CH:9][N:8]=[C:7]([NH2:11])[CH:6]=1.[O:19](C(OC(C)(C)C)=O)[C:20]([O:22][C:23]([CH3:26])([CH3:25])[CH3:24])=O. The catalyst class is: 251. Product: [F:1][C:2]1[CH:15]=[C:14]([N+:16]([O-:18])=[O:17])[CH:13]=[CH:12][C:3]=1[O:4][C:5]1[N:10]=[CH:9][N:8]=[C:7]([NH:11][C:20](=[O:19])[O:22][C:23]([CH3:26])([CH3:25])[CH3:24])[CH:6]=1. (2) Reactant: [F:1][C:2]1[C:3]([O:26]C)=[C:4]([CH:7]=[C:8]([N:10]2[CH2:16][CH2:15][CH2:14][C:13]3[O:17][C:18]([C:20]4[CH:25]=[CH:24][CH:23]=[CH:22][N:21]=4)=[N:19][C:12]=3[CH2:11]2)[CH:9]=1)[C:5]#[N:6].B(Br)(Br)Br. Product: [F:1][C:2]1[C:3]([OH:26])=[C:4]([CH:7]=[C:8]([N:10]2[CH2:16][CH2:15][CH2:14][C:13]3[O:17][C:18]([C:20]4[CH:25]=[CH:24][CH:23]=[CH:22][N:21]=4)=[N:19][C:12]=3[CH2:11]2)[CH:9]=1)[C:5]#[N:6]. The catalyst class is: 4. (3) Reactant: [CH2:1]([C:10]1([S:13]([NH:16]C(=O)OC(C)(C)C)(=[O:15])=[O:14])[CH2:12][CH2:11]1)[CH2:2][CH2:3][CH2:4][CH2:5][CH2:6][CH2:7][CH:8]=[CH2:9].Cl. Product: [CH2:1]([C:10]1([S:13]([NH2:16])(=[O:14])=[O:15])[CH2:12][CH2:11]1)[CH2:2][CH2:3][CH2:4][CH2:5][CH2:6][CH2:7][CH:8]=[CH2:9]. The catalyst class is: 12. (4) Reactant: [O:1]1[C:5]2[CH:6]=[CH:7][C:8]([CH2:10][NH:11][C:12](=[O:22])[C:13]3[CH:14]=[C:15]([CH:19]=[CH:20][CH:21]=3)[C:16]([OH:18])=O)=[CH:9][C:4]=2[O:3][CH2:2]1.O.ON1[C:29]2C=CC=C[C:28]=2N=N1.C([N:36]([CH2:41][C:42]1[CH:47]=[CH:46][CH:45]=[CH:44][CH:43]=1)[CH2:37][C:38]([OH:40])=[O:39])C.Cl.CN(C)CCCN=C=NCC. Product: [CH2:28]([O:40][C:38](=[O:39])[CH2:37][N:36]([C:16](=[O:18])[C:15]1[CH:19]=[CH:20][CH:21]=[C:13]([C:12](=[O:22])[NH:11][CH2:10][C:8]2[CH:7]=[CH:6][C:5]3[O:1][CH2:2][O:3][C:4]=3[CH:9]=2)[CH:14]=1)[CH2:41][C:42]1[CH:43]=[CH:44][CH:45]=[CH:46][CH:47]=1)[CH3:29]. The catalyst class is: 34. (5) Reactant: [Cl:1][C:2]1[CH:3]=[C:4]([NH:9][C:10]([N:12]2[CH2:17][CH2:16][N:15]([C:18]([CH:20]3[O:25][CH2:24][CH2:23][N:22](C(OC(C)(C)C)=O)[CH2:21]3)=[O:19])[CH2:14][CH2:13]2)=[O:11])[CH:5]=[CH:6][C:7]=1[Cl:8]. Product: [Cl:1][C:2]1[CH:3]=[C:4]([NH:9][C:10]([N:12]2[CH2:17][CH2:16][N:15]([C:18]([CH:20]3[O:25][CH2:24][CH2:23][NH:22][CH2:21]3)=[O:19])[CH2:14][CH2:13]2)=[O:11])[CH:5]=[CH:6][C:7]=1[Cl:8]. The catalyst class is: 330. (6) Reactant: [CH3:1][O:2][C:3]1[CH:4]=[C:5]([CH:27]=[CH:28][C:29]=1[O:30][CH2:31][C:32]1[N:33]=[C:34]([C:38]2[CH:43]=[CH:42][CH:41]=[CH:40][CH:39]=2)[O:35][C:36]=1[CH3:37])[CH2:6][N:7]1[C:19]2[CH:18]=[CH:17][CH:16]=[C:15]([O:20][C@@H:21]([CH2:25][CH3:26])[C:22]([OH:24])=[O:23])[C:14]=2[C:13]2[C:8]1=[CH:9][CH:10]=[CH:11][CH:12]=2.C(C(CCCC)C([O-])=O)C.[Na+:54]. Product: [CH3:1][O:2][C:3]1[CH:4]=[C:5]([CH:27]=[CH:28][C:29]=1[O:30][CH2:31][C:32]1[N:33]=[C:34]([C:38]2[CH:43]=[CH:42][CH:41]=[CH:40][CH:39]=2)[O:35][C:36]=1[CH3:37])[CH2:6][N:7]1[C:19]2[CH:18]=[CH:17][CH:16]=[C:15]([O:20][C@@H:21]([CH2:25][CH3:26])[C:22]([O-:24])=[O:23])[C:14]=2[C:13]2[C:8]1=[CH:9][CH:10]=[CH:11][CH:12]=2.[Na+:54]. The catalyst class is: 13. (7) Reactant: [C:1]([C:5]1[CH:6]=[C:7]([CH:12]=[CH:13][C:14]=1OS(C(F)(F)F)(=O)=O)[C:8]([O:10][CH3:11])=[O:9])([CH3:4])([CH3:3])[CH3:2].CN(C=O)C.[F:28][C:29]1[CH:34]=[CH:33][C:32]([O:35][CH3:36])=[CH:31][C:30]=1B(O)O.C(=O)([O-])[O-].[K+].[K+]. Product: [CH3:4][C:1]([C:5]1[CH:6]=[C:7]([C:8]([O:10][CH3:11])=[O:9])[CH:12]=[CH:13][C:14]=1[C:30]1[CH:31]=[C:32]([O:35][CH3:36])[CH:33]=[CH:34][C:29]=1[F:28])([CH3:2])[CH3:3]. The catalyst class is: 257.